This data is from Catalyst prediction with 721,799 reactions and 888 catalyst types from USPTO. The task is: Predict which catalyst facilitates the given reaction. (1) Reactant: [F:1][C:2]1[C:3](N)=[C:4]([NH2:9])[CH:5]=[CH:6][C:7]=1[F:8].[Cl:11][CH2:12][C:13](O)=O.[NH4+:16].[OH-]. Product: [Cl:11][CH2:12][C:13]1[NH:9][C:4]2[CH:3]=[C:2]([F:1])[C:7]([F:8])=[CH:6][C:5]=2[N:16]=1. The catalyst class is: 33. (2) Reactant: [N:1]1[C:10]2[C:5](=[C:6]([NH2:12])[C:7]([NH2:11])=[CH:8][CH:9]=2)[CH:4]=[CH:3][CH:2]=1.O.[C:14](O)(=[O:18])[C:15](O)=[O:16]. Product: [NH:12]1[C:6]2[C:5]3[CH:4]=[CH:3][CH:2]=[N:1][C:10]=3[CH:9]=[CH:8][C:7]=2[NH:11][C:15](=[O:16])[C:14]1=[O:18]. The catalyst class is: 33. (3) Reactant: Br[C:2]1[CH:3]=[C:4]([NH:8][CH:9]([C:13]2[CH:18]=[CH:17][CH:16]=[CH:15][C:14]=2[F:19])[C:10]([NH2:12])=[O:11])[CH:5]=[N:6][CH:7]=1.C([O-])([O-])=O.[K+].[K+].[Cl:26][C:27]1[CH:28]=[CH:29][C:30]([F:36])=[C:31](B(O)O)[CH:32]=1. Product: [Cl:26][C:27]1[CH:32]=[CH:31][C:30]([F:36])=[C:29]([C:2]2[CH:3]=[C:4]([NH:8][CH:9]([C:13]3[CH:18]=[CH:17][CH:16]=[CH:15][C:14]=3[F:19])[C:10]([NH2:12])=[O:11])[CH:5]=[N:6][CH:7]=2)[CH:28]=1. The catalyst class is: 108.